From a dataset of Catalyst prediction with 721,799 reactions and 888 catalyst types from USPTO. Predict which catalyst facilitates the given reaction. (1) Reactant: [F:1][B-:2]([F:5])([F:4])[F:3].[H+].[Cl:7][C:8]1[CH:9]=[C:10]([NH2:24])[CH:11]=[N:12][C:13]=1[O:14][CH:15]([C:20]([F:23])([F:22])[F:21])[C:16]([F:19])([F:18])[F:17].[N:25](OCCC(C)C)=O. Product: [F:1][B-:2]([F:5])([F:4])[F:3].[Cl:7][C:8]1[CH:9]=[C:10]([N+:24]#[N:25])[CH:11]=[N:12][C:13]=1[O:14][CH:15]([C:16]([F:19])([F:18])[F:17])[C:20]([F:21])([F:22])[F:23]. The catalyst class is: 8. (2) Reactant: [N:1]([C:4]1[CH:9]=[C:8]([C:10]([O:12]C)=[O:11])[CH:7]=[CH:6][C:5]=1[C:14]([O:16]C)=O)=[C:2]=[S:3].[NH2:18][C:19]1[N:24]=[CH:23][C:22]([O:25][CH3:26])=[C:21]([O:27][CH3:28])[N:20]=1. Product: [CH3:26][O:25][C:22]1[CH:23]=[N:24][C:19]([N:18]2[C:14](=[O:16])[C:5]3[C:4](=[CH:9][C:8]([C:10]([OH:12])=[O:11])=[CH:7][CH:6]=3)[NH:1][C:2]2=[S:3])=[N:20][C:21]=1[O:27][CH3:28]. The catalyst class is: 3. (3) Reactant: [Cl:1][C:2]1[C:9]([CH3:10])=[CH:8][CH:7]=[CH:6][C:3]=1[C:4]#[N:5].C1C(=O)N([Br:18])C(=O)C1.CC(N=NC(C#N)(C)C)(C#N)C. Product: [Br:18][CH2:10][C:9]1[C:2]([Cl:1])=[C:3]([CH:6]=[CH:7][CH:8]=1)[C:4]#[N:5]. The catalyst class is: 159.